Dataset: Peptide-MHC class II binding affinity with 134,281 pairs from IEDB. Task: Regression. Given a peptide amino acid sequence and an MHC pseudo amino acid sequence, predict their binding affinity value. This is MHC class II binding data. (1) The peptide sequence is HVSCRVKLSALTLKG. The binding affinity (normalized) is 0.570. The MHC is DRB1_0801 with pseudo-sequence DRB1_0801. (2) The peptide sequence is YDKFLANVCTVLTGK. The MHC is DRB1_0405 with pseudo-sequence DRB1_0405. The binding affinity (normalized) is 0.612. (3) The peptide sequence is GELQIVDKIPAAFKI. The MHC is DRB1_0404 with pseudo-sequence DRB1_0404. The binding affinity (normalized) is 0.665. (4) The peptide sequence is WKPDTVYTSKLQFGA. The binding affinity (normalized) is 0.238. The MHC is HLA-DPA10301-DPB10402 with pseudo-sequence HLA-DPA10301-DPB10402.